The task is: Regression. Given a peptide amino acid sequence and an MHC pseudo amino acid sequence, predict their binding affinity value. This is MHC class II binding data.. This data is from Peptide-MHC class II binding affinity with 134,281 pairs from IEDB. (1) The peptide sequence is NYDLSVVNARLRAKH. The MHC is DRB1_0101 with pseudo-sequence DRB1_0101. The binding affinity (normalized) is 0.572. (2) The peptide sequence is LKQATTAPCAVMDIT. The MHC is DRB4_0101 with pseudo-sequence DRB4_0103. The binding affinity (normalized) is 0.249. (3) The peptide sequence is TSKYRSPQPNIVAAT. The MHC is H-2-IAb with pseudo-sequence H-2-IAb. The binding affinity (normalized) is 0.664.